From a dataset of Catalyst prediction with 721,799 reactions and 888 catalyst types from USPTO. Predict which catalyst facilitates the given reaction. Reactant: [C:1]([C:3]1[CH:8]=[CH:7][N:6]=[C:5]([N:9]2[CH2:14][CH2:13][N:12]([C:15]([O:17][CH2:18][C:19]([CH3:22])([CH3:21])[CH3:20])=[O:16])[CH2:11][CH2:10]2)[CH:4]=1)#[N:2].[C:23](O)(=O)[CH3:24].[NH2:27][NH2:28].C(=O)([O-])[O-].[K+].[K+]. Product: [CH3:24][C:23]1[NH:28][N:27]=[C:1]([C:3]2[CH:8]=[CH:7][N:6]=[C:5]([N:9]3[CH2:10][CH2:11][N:12]([C:15]([O:17][CH2:18][C:19]([CH3:22])([CH3:21])[CH3:20])=[O:16])[CH2:13][CH2:14]3)[CH:4]=2)[N:2]=1. The catalyst class is: 162.